From a dataset of Reaction yield outcomes from USPTO patents with 853,638 reactions. Predict the reaction yield, written as a fraction of the theoretical maximum amount of product (1.0 means a 100% yield; for example, 0.34 means a 34% yield). (1) The reactants are Br[C:2]1[CH:3]=[CH:4][C:5]([N+:15]([O-:17])=[O:16])=[C:6]([NH:8][C:9]2[CH:14]=[CH:13][CH:12]=[CH:11][CH:10]=2)[CH:7]=1.[NH:18]1[CH2:23][CH2:22][CH2:21][CH2:20][CH2:19]1. The catalyst is CN1C(=O)CCC1. The product is [N+:15]([C:5]1[CH:4]=[CH:3][C:2]([N:18]2[CH2:23][CH2:22][CH2:21][CH2:20][CH2:19]2)=[CH:7][C:6]=1[NH:8][C:9]1[CH:14]=[CH:13][CH:12]=[CH:11][CH:10]=1)([O-:17])=[O:16]. The yield is 1.00. (2) The reactants are [H-].[Na+].[Br:3][C:4]1[CH:9]=[CH:8][C:7]([OH:10])=[CH:6][CH:5]=1.Cl[C:12]1[CH:17]=[CH:16][N:15]=[C:14]([CH3:18])[CH:13]=1. The catalyst is CN(C=O)C.O. The product is [Br:3][C:4]1[CH:9]=[CH:8][C:7]([O:10][C:12]2[CH:17]=[CH:16][N:15]=[C:14]([CH3:18])[CH:13]=2)=[CH:6][CH:5]=1. The yield is 0.810. (3) The reactants are [OH:1][C:2]1[CH:10]=[CH:9][C:8]2[N:7]3[CH2:11][C@@H:12]([CH3:16])[NH:13][C:14](=[O:15])[C:6]3=[CH:5][C:4]=2[CH:3]=1.[CH:17]([N:20]1[CH2:25][CH2:24][CH:23](O)[CH2:22][CH2:21]1)([CH3:19])[CH3:18].C1(P(C2C=CC=CC=2)C2C=CC=CC=2)C=CC=CC=1.C(OC(N=NC(OC(C)(C)C)=O)=O)(C)(C)C. No catalyst specified. The product is [CH:17]([N:20]1[CH2:25][CH2:24][CH:23]([O:1][C:2]2[CH:10]=[CH:9][C:8]3[N:7]4[CH2:11][C@@H:12]([CH3:16])[NH:13][C:14](=[O:15])[C:6]4=[CH:5][C:4]=3[CH:3]=2)[CH2:22][CH2:21]1)([CH3:19])[CH3:18]. The yield is 0.340. (4) The reactants are [CH3:1][C:2]1[C:6]2[C:7](=[O:18])[N:8]([CH2:11][CH2:12][N:13]3[CH2:17][CH2:16][CH2:15][CH2:14]3)[CH2:9][CH2:10][C:5]=2[NH:4][C:3]=1[CH:19]=O.[F:21][C:22]1[CH:23]=[C:24]2[C:28](=[CH:29][C:30]=1[NH:31][C:32](=[O:36])[CH2:33][O:34][CH3:35])[NH:27][C:26](=[O:37])[CH2:25]2. No catalyst specified. The product is [F:21][C:22]1[CH:23]=[C:24]2[C:28](=[CH:29][C:30]=1[NH:31][C:32](=[O:36])[CH2:33][O:34][CH3:35])[NH:27][C:26](=[O:37])[C:25]2=[CH:19][C:3]1[NH:4][C:5]2[CH2:10][CH2:9][N:8]([CH2:11][CH2:12][N:13]3[CH2:14][CH2:15][CH2:16][CH2:17]3)[C:7](=[O:18])[C:6]=2[C:2]=1[CH3:1]. The yield is 0.817.